This data is from Full USPTO retrosynthesis dataset with 1.9M reactions from patents (1976-2016). The task is: Predict the reactants needed to synthesize the given product. (1) Given the product [Cl:1][C:2]1[CH:3]=[C:4]([C:8]2[CH:13]=[C:12]([O:14][CH3:15])[C:11]([C:16]3[C:25]4[C:20](=[CH:21][C:22]([S:26]([N:29]([C:39]5[CH:43]=[CH:42][O:41][N:40]=5)[CH2:30][C:31]5[CH:36]=[CH:35][C:34]([O:37][CH3:38])=[CH:33][CH:32]=5)(=[O:27])=[O:28])=[CH:23][CH:24]=4)[C:19](=[O:44])[N:18]([CH3:46])[CH:17]=3)=[CH:10][C:9]=2[F:45])[CH:5]=[CH:6][CH:7]=1, predict the reactants needed to synthesize it. The reactants are: [Cl:1][C:2]1[CH:3]=[C:4]([C:8]2[CH:13]=[C:12]([O:14][CH3:15])[C:11]([C:16]3[C:25]4[C:20](=[CH:21][C:22]([S:26]([N:29]([C:39]5[CH:43]=[CH:42][O:41][N:40]=5)[CH2:30][C:31]5[CH:36]=[CH:35][C:34]([O:37][CH3:38])=[CH:33][CH:32]=5)(=[O:28])=[O:27])=[CH:23][CH:24]=4)[C:19](=[O:44])[NH:18][CH:17]=3)=[CH:10][C:9]=2[F:45])[CH:5]=[CH:6][CH:7]=1.[C:46](=O)([O-])[O-].[K+].[K+].CN(C=O)C.IC. (2) The reactants are: Br[C:2]1[CH:20]=[CH:19][C:5]([C:6]([NH:8][CH:9]2[C:14]([CH3:16])([CH3:15])[C@H:13]3[CH2:17][C@:10]2([CH3:18])[CH2:11][CH2:12]3)=[O:7])=[CH:4][C:3]=1[S:21]([N:24]1[CH2:29][CH2:28][O:27][CH2:26][CH2:25]1)(=[O:23])=[O:22].[CH3:30][NH:31][CH3:32].C1C=CC(P(C2C=CC3C(=CC=CC=3)C=2C2C3C(=CC=CC=3)C=CC=2P(C2C=CC=CC=2)C2C=CC=CC=2)C2C=CC=CC=2)=CC=1.CC(C)([O-])C.[K+]. Given the product [CH3:30][N:31]([CH3:32])[C:2]1[CH:20]=[CH:19][C:5]([C:6]([NH:8][CH:9]2[C:14]([CH3:16])([CH3:15])[C@H:13]3[CH2:17][C@:10]2([CH3:18])[CH2:11][CH2:12]3)=[O:7])=[CH:4][C:3]=1[S:21]([N:24]1[CH2:29][CH2:28][O:27][CH2:26][CH2:25]1)(=[O:23])=[O:22], predict the reactants needed to synthesize it. (3) Given the product [N:11]([CH2:10][CH:2]([OH:1])[CH2:3][C:4]1[CH:9]=[CH:8][CH:7]=[CH:6][CH:5]=1)=[N+:12]=[N-:13], predict the reactants needed to synthesize it. The reactants are: [O:1]1[CH2:10][CH:2]1[CH2:3][C:4]1[CH:9]=[CH:8][CH:7]=[CH:6][CH:5]=1.[N-:11]=[N+:12]=[N-:13].[Na+]. (4) Given the product [Br:1][C:2]1[CH:3]=[CH:4][C:5]([OH:29])=[C:6]([CH:8]2[C:16]3[C:11](=[CH:12][CH:13]=[CH:14][CH:15]=3)[N:10]([CH2:17][C:18]3[O:19][C:20]([C:23]([F:26])([F:25])[F:24])=[CH:21][CH:22]=3)[C:9]2=[O:27])[CH:7]=1, predict the reactants needed to synthesize it. The reactants are: [Br:1][C:2]1[CH:3]=[CH:4][C:5]([OH:29])=[C:6]([C:8]2(O)[C:16]3[C:11](=[CH:12][CH:13]=[CH:14][CH:15]=3)[N:10]([CH2:17][C:18]3[O:19][C:20]([C:23]([F:26])([F:25])[F:24])=[CH:21][CH:22]=3)[C:9]2=[O:27])[CH:7]=1.OC1C=CC2OCC(=O)N(C)C=2C=1. (5) Given the product [C:24]([NH:1][C:2]1[CH:3]=[C:4]([CH:9]=[C:10]([C:12]([C:15]#[N:16])([CH3:13])[CH3:14])[CH:11]=1)[C:5]([O:7][CH3:8])=[O:6])(=[O:26])[CH3:25], predict the reactants needed to synthesize it. The reactants are: [NH2:1][C:2]1[CH:3]=[C:4]([CH:9]=[C:10]([C:12]([C:15]#[N:16])([CH3:14])[CH3:13])[CH:11]=1)[C:5]([O:7][CH3:8])=[O:6].C(N(CC)CC)C.[C:24](Cl)(=[O:26])[CH3:25]. (6) Given the product [C:1]([O:5][C:6](=[O:29])[CH2:7][CH2:8][C@H:9]([NH:28][C:52]([C:43]1[CH:42]=[C:41]([OH:40])[N:45]([C:46]2[CH:47]=[CH:48][CH:49]=[CH:50][CH:51]=2)[N:44]=1)=[O:53])[C:10](=[O:27])[N:11]1[CH2:16][CH2:15][N:14]([C:17]2[CH:22]=[CH:21][CH:20]=[C:19]([C:23]([F:25])([F:26])[F:24])[CH:18]=2)[CH2:13][CH2:12]1)([CH3:4])([CH3:2])[CH3:3], predict the reactants needed to synthesize it. The reactants are: [C:1]([O:5][C:6](=[O:29])[CH2:7][CH2:8][C@H:9]([NH2:28])[C:10](=[O:27])[N:11]1[CH2:16][CH2:15][N:14]([C:17]2[CH:22]=[CH:21][CH:20]=[C:19]([C:23]([F:26])([F:25])[F:24])[CH:18]=2)[CH2:13][CH2:12]1)([CH3:4])([CH3:3])[CH3:2].C1C=CC2N(O)N=NC=2C=1.[OH:40][C:41]1[N:45]([C:46]2[CH:51]=[CH:50][CH:49]=[CH:48][CH:47]=2)[N:44]=[C:43]([C:52](O)=[O:53])[CH:42]=1.CCN(C(C)C)C(C)C.